The task is: Predict the reactants needed to synthesize the given product.. This data is from Full USPTO retrosynthesis dataset with 1.9M reactions from patents (1976-2016). (1) Given the product [CH3:1][S:2]([C:5]1[CH:6]=[C:7]([C:17]([OH:19])=[O:18])[C:8]([C:11]2[CH:16]=[CH:15][CH:14]=[CH:13][CH:12]=2)=[CH:9][CH:10]=1)(=[O:3])=[O:4], predict the reactants needed to synthesize it. The reactants are: [CH3:1][S:2]([C:5]1[CH:6]=[C:7]([C:17]([O:19]C)=[O:18])[C:8]([C:11]2[CH:16]=[CH:15][CH:14]=[CH:13][CH:12]=2)=[CH:9][CH:10]=1)(=[O:4])=[O:3].CO. (2) Given the product [F:1][C:2]1[CH:7]=[CH:6][CH:5]=[C:4]([F:8])[C:3]=1[N:9]1[C:17]2[CH:16]=[CH:15][N:14]=[C:13]([O:18][CH3:19])[C:12]=2[C:11]([C:20]2[CH:21]=[CH:22][C:23]([N:26]3[CH2:27][CH2:28][N:29]([S:40]([CH3:39])(=[O:42])=[O:41])[CH2:30][CH2:31]3)=[CH:24][CH:25]=2)=[N:10]1, predict the reactants needed to synthesize it. The reactants are: [F:1][C:2]1[CH:7]=[CH:6][CH:5]=[C:4]([F:8])[C:3]=1[N:9]1[C:17]2[CH:16]=[CH:15][N:14]=[C:13]([O:18][CH3:19])[C:12]=2[C:11]([C:20]2[CH:25]=[CH:24][C:23]([N:26]3[CH2:31][CH2:30][NH:29][CH2:28][CH2:27]3)=[CH:22][CH:21]=2)=[N:10]1.C(N(CC)CC)C.[CH3:39][S:40](Cl)(=[O:42])=[O:41]. (3) Given the product [Cl:3][C:4]1[CH:13]=[CH:12][C:7]([C:8]([OH:10])=[O:9])=[C:6]([CH3:14])[C:5]=1[SH:15], predict the reactants needed to synthesize it. The reactants are: [OH-].[K+].[Cl:3][C:4]1[CH:13]=[CH:12][C:7]([C:8]([O:10]C)=[O:9])=[C:6]([CH3:14])[C:5]=1[S:15]C(N(C)C)=O.O.Cl. (4) The reactants are: [CH3:1][C:2]1[CH:7]=[C:6]([N+:8]([O-:10])=[O:9])[CH:5]=[CH:4][C:3]=1[N:11]=[C:12]=[S:13].[NH2:14][CH:15]([CH:17]1[CH2:22][CH2:21][CH2:20][CH2:19][CH2:18]1)[CH3:16].Cl[CH2:24][C:25](O)=[O:26]. Given the product [CH3:1][C:2]1[CH:7]=[C:6]([N+:8]([O-:10])=[O:9])[CH:5]=[CH:4][C:3]=1[N:11]=[C:12]1[N:14]([C@H:15]([CH:17]2[CH2:22][CH2:21][CH2:20][CH2:19][CH2:18]2)[CH3:16])[C:25](=[O:26])[CH2:24][S:13]1, predict the reactants needed to synthesize it. (5) Given the product [Cl:15][C:16]1[N:21]=[C:20]([NH:1][CH2:2][C@H:3]2[CH2:7][CH2:6][N:5]([C:8]([O:10][C:11]([CH3:14])([CH3:13])[CH3:12])=[O:9])[CH2:4]2)[C:19]([CH3:23])=[CH:18][N:17]=1, predict the reactants needed to synthesize it. The reactants are: [NH2:1][CH2:2][C@H:3]1[CH2:7][CH2:6][N:5]([C:8]([O:10][C:11]([CH3:14])([CH3:13])[CH3:12])=[O:9])[CH2:4]1.[Cl:15][C:16]1[N:21]=[C:20](Cl)[C:19]([CH3:23])=[CH:18][N:17]=1. (6) Given the product [Cl:1][C:2]1[CH:10]=[C:9]([N+:11]([O-:13])=[O:12])[CH:8]=[CH:7][C:3]=1[C:4]([C:18]1[CH:19]=[CH:20][C:15]([Cl:14])=[CH:16][CH:17]=1)=[O:5], predict the reactants needed to synthesize it. The reactants are: [Cl:1][C:2]1[CH:10]=[C:9]([N+:11]([O-:13])=[O:12])[CH:8]=[CH:7][C:3]=1[C:4](Cl)=[O:5].[Cl:14][C:15]1[CH:20]=[CH:19][CH:18]=[CH:17][CH:16]=1.[Cl-].[Al+3].[Cl-].[Cl-].O. (7) Given the product [Cl:31][C:32]1[CH:41]=[C:40]2[C:35]([CH:36]=[CH:37][N:38]=[C:39]2[O:42][CH3:43])=[CH:34][C:33]=1[O:44][CH:45]1[CH2:50][CH:6]([C:5]([NH2:24])([C:10]2[CH:15]=[CH:14][C:13]([F:16])=[CH:12][CH:11]=2)[CH2:2][CH3:3])[CH2:46]1, predict the reactants needed to synthesize it. The reactants are: N[CH:2]([C:5]1([C:10]2[CH:15]=[CH:14][C:13]([F:16])=[CH:12][CH:11]=2)CC(O)[CH2:6]1)[CH2:3]C.ClC1C=C2C(C=C[N:24]=C2OC)=CC=1F.[Cl:31][C:32]1[CH:41]=[C:40]2[C:35]([CH:36]=[CH:37][N:38]=[C:39]2[O:42][CH3:43])=[CH:34][C:33]=1[O:44][CH:45]1[CH2:50]CC(C(N)(C2C=CC(OC)=CC=2)C)C[CH2:46]1.